This data is from Full USPTO retrosynthesis dataset with 1.9M reactions from patents (1976-2016). The task is: Predict the reactants needed to synthesize the given product. Given the product [CH3:1][N:2]1[N:3]=[CH:4][C:5]2[NH:25][C:26](=[O:31])[C@H:27]([CH3:30])[CH:28]=[CH:15][CH2:14][C@H:13]([NH:17][C:18](=[O:24])[O:19][C:20]([CH3:23])([CH3:21])[CH3:22])[C:11]3[N:12]=[C:7]([CH:8]=[CH:9][CH:10]=3)[C:6]1=2, predict the reactants needed to synthesize it. The reactants are: [CH3:1][N:2]1[C:6]([C:7]2[N:12]=[C:11]([C@@H:13]([NH:17][C:18](=[O:24])[O:19][C:20]([CH3:23])([CH3:22])[CH3:21])[CH2:14][CH:15]=C)[CH:10]=[CH:9][CH:8]=2)=[C:5]([NH:25][C:26](=[O:31])[C@H:27]([CH3:30])[CH:28]=C)[CH:4]=[N:3]1.